The task is: Regression. Given a peptide amino acid sequence and an MHC pseudo amino acid sequence, predict their binding affinity value. This is MHC class I binding data.. This data is from Peptide-MHC class I binding affinity with 185,985 pairs from IEDB/IMGT. (1) The peptide sequence is WLKHIEKNY. The MHC is HLA-B15:09 with pseudo-sequence HLA-B15:09. The binding affinity (normalized) is 0.0847. (2) The peptide sequence is TTDDSTSYY. The MHC is HLA-B15:17 with pseudo-sequence HLA-B15:17. The binding affinity (normalized) is 0.0847. (3) The peptide sequence is VLDVGGTGK. The MHC is HLA-A31:01 with pseudo-sequence HLA-A31:01. The binding affinity (normalized) is 0.0847. (4) The binding affinity (normalized) is 0. The peptide sequence is DEPASTEPVHDQLL. The MHC is HLA-A02:02 with pseudo-sequence HLA-A02:02. (5) The peptide sequence is KPAVNSPRP. The MHC is HLA-A32:01 with pseudo-sequence HLA-A32:01. The binding affinity (normalized) is 0. (6) The peptide sequence is HYDAPVFPI. The MHC is HLA-A26:01 with pseudo-sequence HLA-A26:01. The binding affinity (normalized) is 0.0847.